Predict the reaction yield, written as a fraction of the theoretical maximum amount of product (1.0 means a 100% yield; for example, 0.34 means a 34% yield). From a dataset of Reaction yield outcomes from USPTO patents with 853,638 reactions. (1) The reactants are [CH:1]([C:3]1[CH:4]=[C:5]([N:9]2[CH:13]=[C:12]([CH2:14][OH:15])[N:11]=[CH:10]2)[CH:6]=[CH:7][CH:8]=1)=[CH2:2].[CH2:16]([Zn]CC)C.ICI. The catalyst is C1(C)C=CC=CC=1.CCCCCC. The product is [CH:1]1([C:3]2[CH:4]=[C:5]([N:9]3[CH:13]=[C:12]([CH2:14][OH:15])[N:11]=[CH:10]3)[CH:6]=[CH:7][CH:8]=2)[CH2:16][CH2:2]1. The yield is 0.930. (2) The reactants are Br[C:2]1[CH:3]=[CH:4][C:5]([C:8](=[O:17])[CH2:9][N:10]2[C:14]([CH3:15])=[CH:13][N:12]=[C:11]2[CH3:16])=[N:6][CH:7]=1.[F:18][C:19]1[CH:20]=[C:21]([N:34]2[CH2:38][C@H:37]([CH2:39][N:40]3[CH:44]=[CH:43][N:42]=[N:41]3)[O:36][C:35]2=[O:45])[CH:22]=[CH:23][C:24]=1B1OC(C)(C)C(C)(C)O1.C(=O)([O-])[O-].[Na+].[Na+]. No catalyst specified. The product is [CH3:16][C:11]1[N:10]([CH2:9][C:8]([C:5]2[N:6]=[CH:7][C:2]([C:24]3[CH:23]=[CH:22][C:21]([N:34]4[CH2:38][C@H:37]([CH2:39][N:40]5[CH:44]=[CH:43][N:42]=[N:41]5)[O:36][C:35]4=[O:45])=[CH:20][C:19]=3[F:18])=[CH:3][CH:4]=2)=[O:17])[C:14]([CH3:15])=[CH:13][N:12]=1. The yield is 0.410. (3) The reactants are [CH3:1][O:2][CH2:3][C:4]1[CH:5]=[CH:6][C:7]([C:12]([F:15])([F:14])[F:13])=[C:8]([CH:11]=1)[C:9]#[N:10].[H-].[Al+3].[Li+].[H-].[H-].[H-]. The catalyst is C1COCC1. The product is [CH3:1][O:2][CH2:3][C:4]1[CH:5]=[CH:6][C:7]([C:12]([F:13])([F:14])[F:15])=[C:8]([CH2:9][NH2:10])[CH:11]=1. The yield is 0.500. (4) The reactants are [CH:1]1[C:10]2[C:5](=[CH:6][C:7]([C:11]3[N:12]=[C:13]4[C:19]5[CH:20]=[CH:21][CH:22]=[CH:23][C:18]=5[NH:17][C:16]5[N:24]=[CH:25][CH:26]=[CH:27][C:15]=5[N:14]4[C:28]=3[C:29]3[CH:34]=[CH:33][C:32]([C:35]4([NH:39]C(=O)OC(C)(C)C)[CH2:38][CH2:37][CH2:36]4)=[CH:31][CH:30]=3)=[CH:8][CH:9]=2)[CH:4]=[CH:3][N:2]=1.[ClH:47].O1CCOCC1. The catalyst is CO. The product is [ClH:47].[ClH:47].[ClH:47].[ClH:47].[CH:1]1[C:10]2[C:5](=[CH:6][C:7]([C:11]3[N:12]=[C:13]4[C:19]5[CH:20]=[CH:21][CH:22]=[CH:23][C:18]=5[NH:17][C:16]5[N:24]=[CH:25][CH:26]=[CH:27][C:15]=5[N:14]4[C:28]=3[C:29]3[CH:30]=[CH:31][C:32]([C:35]4([NH2:39])[CH2:38][CH2:37][CH2:36]4)=[CH:33][CH:34]=3)=[CH:8][CH:9]=2)[CH:4]=[CH:3][N:2]=1. The yield is 0.900. (5) The reactants are Br[C:2]1[CH:7]=[CH:6][C:5]([O:8][CH:9]([F:11])[F:10])=[CH:4][CH:3]=1.[CH3:12][C:13]1([CH3:29])[C:17]([CH3:19])([CH3:18])[O:16][B:15]([B:15]2[O:16][C:17]([CH3:19])([CH3:18])[C:13]([CH3:29])([CH3:12])[O:14]2)[O:14]1.C([O-])(=O)C.[K+]. The catalyst is CN(C=O)C.C(Cl)Cl.C1C=CC(P(C2C=CC=CC=2)[C-]2C=CC=C2)=CC=1.C1C=CC(P(C2C=CC=CC=2)[C-]2C=CC=C2)=CC=1.Cl[Pd]Cl.[Fe+2].C(Cl)Cl. The product is [F:10][CH:9]([F:11])[O:8][C:5]1[CH:6]=[CH:7][C:2]([B:15]2[O:16][C:17]([CH3:19])([CH3:18])[C:13]([CH3:29])([CH3:12])[O:14]2)=[CH:3][CH:4]=1. The yield is 0.740. (6) The reactants are [O:1]1[CH:5]=[CH:4][CH:3]=[C:2]1[C:6]1[O:7][CH:8]=[C:9]([CH2:11][O:12][C:13]2[CH:18]=[CH:17][C:16]([CH2:19]O)=[CH:15][C:14]=2[O:21][CH3:22])[N:10]=1.S(Cl)([Cl:25])=O. No catalyst specified. The product is [Cl:25][CH2:19][C:16]1[CH:17]=[CH:18][C:13]([O:12][CH2:11][C:9]2[N:10]=[C:6]([C:2]3[O:1][CH:5]=[CH:4][CH:3]=3)[O:7][CH:8]=2)=[C:14]([O:21][CH3:22])[CH:15]=1. The yield is 0.740. (7) The catalyst is CC(=O)CC. The product is [N:44]1([CH2:43][CH2:42][CH2:41][N:9]2[CH2:10][CH2:11][C:6]3([N:5]([C:12]4[CH:13]=[CH:14][CH:15]=[CH:16][CH:17]=4)[CH2:4][N:3]([CH2:18][C:19]4[CH:20]=[C:21]([CH:29]=[CH:30][CH:31]=4)[C:22]([O:24][C:25]([CH3:28])([CH3:26])[CH3:27])=[O:23])[C:2]3=[O:1])[CH2:7][CH2:8]2)[C:48]2[CH:49]=[CH:50][CH:51]=[CH:52][C:47]=2[N:46]=[N:45]1. The yield is 0.770. The reactants are [O:1]=[C:2]1[C:6]2([CH2:11][CH2:10][NH:9][CH2:8][CH2:7]2)[N:5]([C:12]2[CH:17]=[CH:16][CH:15]=[CH:14][CH:13]=2)[CH2:4][N:3]1[CH2:18][C:19]1[CH:20]=[C:21]([CH:29]=[CH:30][CH:31]=1)[C:22]([O:24][C:25]([CH3:28])([CH3:27])[CH3:26])=[O:23].C(=O)([O-])[O-].[K+].[K+].[I-].[Na+].Cl[CH2:41][CH2:42][CH2:43][N:44]1[C:48]2[CH:49]=[CH:50][CH:51]=[CH:52][C:47]=2[N:46]=[N:45]1. (8) The reactants are [Cl:1][C:2]1[CH:3]=[C:4]([CH:8]2[CH2:10][O:9]2)[CH:5]=[CH:6][CH:7]=1.[OH:11][C:12]1[CH:19]=[CH:18][C:15]([CH:16]=[O:17])=[CH:14][CH:13]=1.[OH-].[Na+]. The catalyst is C1(C)C=CC=CC=1. The product is [Cl:1][C:2]1[CH:3]=[C:4]([CH:8]([OH:9])[CH2:10][O:11][C:12]2[CH:19]=[CH:18][C:15]([CH:16]=[O:17])=[CH:14][CH:13]=2)[CH:5]=[CH:6][CH:7]=1. The yield is 0.100. (9) The reactants are Br[C:2]1[CH:7]=[CH:6][C:5]([O:8][CH2:9][O:10][CH3:11])=[CH:4][CH:3]=1.[Li].[F:13][CH2:14][C:15](OCC)=[O:16].O. The catalyst is C1COCC1. The product is [F:13][CH2:14][C:15]([C:2]1[CH:7]=[CH:6][C:5]([O:8][CH2:9][O:10][CH3:11])=[CH:4][CH:3]=1)=[O:16]. The yield is 0.560. (10) The reactants are [Cl:1][C:2]1[CH:7]=[CH:6][C:5]([S:8]([N:11]([CH2:17][C:18]2[CH:27]=[CH:26][C:21]([C:22]([O:24]C)=[O:23])=[CH:20][CH:19]=2)[CH:12]([CH2:15][OH:16])[CH2:13][OH:14])(=[O:10])=[O:9])=[CH:4][CH:3]=1.O.[OH-].[Li+].C(OCC)(=O)C. The catalyst is C1COCC1.O.CO. The product is [Cl:1][C:2]1[CH:3]=[CH:4][C:5]([S:8]([N:11]([CH2:17][C:18]2[CH:19]=[CH:20][C:21]([C:22]([OH:24])=[O:23])=[CH:26][CH:27]=2)[CH:12]([CH2:15][OH:16])[CH2:13][OH:14])(=[O:10])=[O:9])=[CH:6][CH:7]=1. The yield is 0.970.